Dataset: Forward reaction prediction with 1.9M reactions from USPTO patents (1976-2016). Task: Predict the product of the given reaction. (1) Given the reactants [Cl:1][C:2]1[CH:7]=[CH:6][C:5]([NH:8][C@H:9]2[C:18]3[C:13](=[CH:14][CH:15]=[CH:16][CH:17]=3)[N:12]([C:19]([C:21]3[CH:26]=[CH:25][C:24]([F:27])=[CH:23][CH:22]=3)=[O:20])[C@@H:11]([CH3:28])[CH2:10]2)=[CH:4][CH:3]=1.C(N(C(C)C)CC)(C)C.[C:38](Cl)(=[O:40])[CH3:39], predict the reaction product. The product is: [Cl:1][C:2]1[CH:7]=[CH:6][C:5]([N:8]([CH:9]2[C:18]3[C:13](=[CH:14][CH:15]=[CH:16][CH:17]=3)[N:12]([C:19](=[O:20])[C:21]3[CH:22]=[CH:23][C:24]([F:27])=[CH:25][CH:26]=3)[CH:11]([CH3:28])[CH2:10]2)[C:38](=[O:40])[CH3:39])=[CH:4][CH:3]=1. (2) Given the reactants C1CCC(N=C=NC2CCCCC2)CC1.[N+]([C:19]1[CH:24]=[C:23]([Cl:25])[C:22](Cl)=[CH:21][C:20]=1[CH2:27][C:28]([N:30]([CH3:49])[C@@H:31]1[C:40]2[C:35](=[CH:36][CH:37]=[C:38]([N+:41]([O-:43])=[O:42])[CH:39]=2)CC[C@H:32]1[N:44]1[CH2:48][CH2:47][CH2:46][CH2:45]1)=[O:29])([O-])=O.[CH3:50][S:51](C1C=CC(CC(O)=O)=CC=1)(=[O:53])=[O:52].N1C=CC=CC=1, predict the reaction product. The product is: [CH3:50][S:51]([C:23]1[CH:22]=[CH:21][C:20]([CH2:27][C:28]([N:30]([CH3:49])[C@@H:31]([C:40]2[CH:35]=[CH:36][CH:37]=[C:38]([N+:41]([O-:43])=[O:42])[CH:39]=2)[CH2:32][N:44]2[CH2:48][CH2:47][CH2:46][CH2:45]2)=[O:29])=[CH:19][CH:24]=1)(=[O:53])=[O:52].[ClH:25]. (3) Given the reactants [Br:1][C:2]1[CH:3]=[CH:4][C:5]2[O:10][C@@:9]([CH3:16])([CH:11]([O:14][CH3:15])[O:12][CH3:13])[C@@H:8]3[O:17][C@@H:7]3[C:6]=2[CH:18]=1.[Cl:19][C:20]1[CH:25]=[CH:24][C:23]([NH:26][CH2:27][C:28]2[N:29]=[N:30][N:31]([CH3:33])[N:32]=2)=[CH:22][CH:21]=1, predict the reaction product. The product is: [Br:1][C:2]1[CH:3]=[CH:4][C:5]2[O:10][C@@:9]([CH3:16])([CH:11]([O:14][CH3:15])[O:12][CH3:13])[C@H:8]([OH:17])[C@@H:7]([N:26]([C:23]3[CH:24]=[CH:25][C:20]([Cl:19])=[CH:21][CH:22]=3)[CH2:27][C:28]3[N:29]=[N:30][N:31]([CH3:33])[N:32]=3)[C:6]=2[CH:18]=1. (4) Given the reactants CC(C[AlH]CC(C)C)C.C1(C)C=CC=CC=1.C([O:19][C:20](=O)/[C:21](/[C:29]1[CH:34]=[CH:33][C:32]([S:35]([CH3:38])(=[O:37])=[O:36])=[CH:31][CH:30]=1)=[CH:22]/[CH:23]1[CH2:28][CH2:27][CH2:26][CH2:25][CH2:24]1)C.CO, predict the reaction product. The product is: [CH:23]1(/[CH:22]=[C:21](\[C:29]2[CH:34]=[CH:33][C:32]([S:35]([CH3:38])(=[O:37])=[O:36])=[CH:31][CH:30]=2)/[CH2:20][OH:19])[CH2:28][CH2:27][CH2:26][CH2:25][CH2:24]1. (5) Given the reactants [NH2:1][C:2]1[CH:3]=[C:4]([C:19]2[C:20]([C:25]([OH:27])=[O:26])=[CH:21][CH:22]=[CH:23][CH:24]=2)[CH:5]=[CH:6][C:7]=1[O:8][C:9]1[CH:14]=[CH:13][CH:12]=[CH:11][C:10]=1[C:15]([CH3:18])([CH3:17])[CH3:16].[N:28]([C:31]1[CH:36]=[CH:35][C:34]([CH3:37])=[CH:33][CH:32]=1)=[C:29]=[O:30], predict the reaction product. The product is: [C:15]([C:10]1[CH:11]=[CH:12][CH:13]=[CH:14][C:9]=1[O:8][C:7]1[CH:6]=[CH:5][C:4]([C:19]2[C:20]([C:25]([OH:27])=[O:26])=[CH:21][CH:22]=[CH:23][CH:24]=2)=[CH:3][C:2]=1[NH:1][C:29]([NH:28][C:31]1[CH:36]=[CH:35][C:34]([CH3:37])=[CH:33][CH:32]=1)=[O:30])([CH3:18])([CH3:17])[CH3:16]. (6) Given the reactants [CH3:1][O:2][C:3](=[O:23])[CH2:4][C:5]1[C:14]([CH3:15])=[C:13]([CH:16]2[CH2:21][CH2:20][NH:19][CH2:18][CH2:17]2)[C:12]2[C:7](=[CH:8][CH:9]=[C:10]([F:22])[CH:11]=2)[CH:6]=1.[CH3:24][O:25][C:26]1[CH:31]=[CH:30][CH:29]=[CH:28][C:27]=1[N:32]=[C:33]=[O:34], predict the reaction product. The product is: [CH3:1][O:2][C:3](=[O:23])[CH2:4][C:5]1[C:14]([CH3:15])=[C:13]([CH:16]2[CH2:17][CH2:18][N:19]([C:33](=[O:34])[NH:32][C:27]3[CH:28]=[CH:29][CH:30]=[CH:31][C:26]=3[O:25][CH3:24])[CH2:20][CH2:21]2)[C:12]2[C:7](=[CH:8][CH:9]=[C:10]([F:22])[CH:11]=2)[CH:6]=1. (7) Given the reactants [F:1][C:2]([F:36])([F:35])[CH2:3][O:4][C:5]1[N:10]=[C:9]([NH:11][C:12]2[CH:20]=[CH:19][C:15]([C:16]([O-:18])=[O:17])=[CH:14][CH:13]=2)[N:8]=[C:7]([NH:21][C:22]2[CH:34]=[CH:33][C:25]([C:26]([O:28]C(C)(C)C)=[O:27])=[CH:24][CH:23]=2)[N:6]=1.C(O)(C(F)(F)F)=O, predict the reaction product. The product is: [F:36][C:2]([F:1])([F:35])[CH2:3][O:4][C:5]1[N:6]=[C:7]([NH:21][C:22]2[CH:23]=[CH:24][C:25]([C:26]([OH:28])=[O:27])=[CH:33][CH:34]=2)[N:8]=[C:9]([NH:11][C:12]2[CH:20]=[CH:19][C:15]([C:16]([OH:18])=[O:17])=[CH:14][CH:13]=2)[N:10]=1.